This data is from Reaction yield outcomes from USPTO patents with 853,638 reactions. The task is: Predict the reaction yield, written as a fraction of the theoretical maximum amount of product (1.0 means a 100% yield; for example, 0.34 means a 34% yield). (1) The reactants are [NH2:1][C:2]1[CH:3]=[C:4]([CH:8]=[CH:9][C:10]=1[Cl:11])[C:5]([OH:7])=[O:6].[C:12](=O)([O-])[O-].CI.C(OCC)(=O)C. The catalyst is CN(C)C=O.C(OCC)C. The product is [NH2:1][C:2]1[CH:3]=[C:4]([CH:8]=[CH:9][C:10]=1[Cl:11])[C:5]([O:7][CH3:12])=[O:6]. The yield is 0.970. (2) The reactants are [CH2:1]([C:3]1[C:8]2[C:9]3[CH:15]=[CH:14][CH:13]=[N:12][C:10]=3[NH:11][C:7]=2[CH:6]=[N:5][C:4]=1[C:16]#[N:17])[CH3:2].C1C(=O)N([Br:25])C(=O)C1. The catalyst is CN(C=O)C.C(OCC)(=O)C. The product is [Br:25][C:14]1[CH:13]=[N:12][C:10]2[NH:11][C:7]3[CH:6]=[N:5][C:4]([C:16]#[N:17])=[C:3]([CH2:1][CH3:2])[C:8]=3[C:9]=2[CH:15]=1. The yield is 0.790.